Task: Predict which catalyst facilitates the given reaction.. Dataset: Catalyst prediction with 721,799 reactions and 888 catalyst types from USPTO (1) Reactant: [CH2:1]([N:3]([CH2:21][CH3:22])[C:4]([C:6]1[CH:20]=[CH:19][C:9]([CH2:10][C:11]2[CH:16]=[CH:15][CH:14]=[CH:13][C:12]=2[O:17]C)=[CH:8][CH:7]=1)=[O:5])[CH3:2].B(Br)(Br)Br. Product: [CH2:21]([N:3]([CH2:1][CH3:2])[C:4]([C:6]1[CH:20]=[CH:19][C:9]([CH2:10][C:11]2[CH:16]=[CH:15][CH:14]=[CH:13][C:12]=2[OH:17])=[CH:8][CH:7]=1)=[O:5])[CH3:22]. The catalyst class is: 4. (2) Reactant: [OH:1][C:2]1[CH:11]=[CH:10][C:9]([OH:12])=[CH:8][C:3]=1[C:4]([O:6][CH3:7])=[O:5].C(=O)([O-])[O-].[K+].[K+].[CH2:19](Br)[C:20]1[CH:25]=[CH:24][CH:23]=[CH:22][CH:21]=1. Product: [CH2:19]([O:12][C:9]1[CH:10]=[CH:11][C:2]([OH:1])=[C:3]([CH:8]=1)[C:4]([O:6][CH3:7])=[O:5])[C:20]1[CH:25]=[CH:24][CH:23]=[CH:22][CH:21]=1. The catalyst class is: 21. (3) Reactant: [N:1]1([CH2:7][C:8]2[CH:13]=[CH:12][C:11]([CH2:14][CH2:15][OH:16])=[CH:10][CH:9]=2)[CH2:6][CH2:5][CH2:4][CH2:3][CH2:2]1.C(N(CC)CC)C.[CH3:24][S:25](Cl)(=[O:27])=[O:26]. Product: [N:1]1([CH2:7][C:8]2[CH:9]=[CH:10][C:11]([CH2:14][CH2:15][O:16][S:25]([CH3:24])(=[O:27])=[O:26])=[CH:12][CH:13]=2)[CH2:6][CH2:5][CH2:4][CH2:3][CH2:2]1. The catalyst class is: 4.